Regression. Given two drug SMILES strings and cell line genomic features, predict the synergy score measuring deviation from expected non-interaction effect. From a dataset of NCI-60 drug combinations with 297,098 pairs across 59 cell lines. (1) Drug 1: CN1CCC(CC1)COC2=C(C=C3C(=C2)N=CN=C3NC4=C(C=C(C=C4)Br)F)OC. Drug 2: CC(C)NC(=O)C1=CC=C(C=C1)CNNC.Cl. Cell line: HOP-92. Synergy scores: CSS=15.4, Synergy_ZIP=-2.83, Synergy_Bliss=-1.26, Synergy_Loewe=-26.9, Synergy_HSA=0.391. (2) Drug 1: C1CC(=O)NC(=O)C1N2C(=O)C3=CC=CC=C3C2=O. Drug 2: CC1C(C(CC(O1)OC2CC(CC3=C2C(=C4C(=C3O)C(=O)C5=CC=CC=C5C4=O)O)(C(=O)C)O)N)O. Cell line: NCIH23. Synergy scores: CSS=35.3, Synergy_ZIP=4.94, Synergy_Bliss=-0.682, Synergy_Loewe=-45.9, Synergy_HSA=-0.503. (3) Drug 1: CC1C(C(CC(O1)OC2CC(CC3=C2C(=C4C(=C3O)C(=O)C5=C(C4=O)C(=CC=C5)OC)O)(C(=O)CO)O)N)O.Cl. Drug 2: COC1=CC(=CC(=C1O)OC)C2C3C(COC3=O)C(C4=CC5=C(C=C24)OCO5)OC6C(C(C7C(O6)COC(O7)C8=CC=CS8)O)O. Cell line: A498. Synergy scores: CSS=26.8, Synergy_ZIP=-8.93, Synergy_Bliss=-2.99, Synergy_Loewe=-0.834, Synergy_HSA=1.75. (4) Drug 1: CCC1=CC2CC(C3=C(CN(C2)C1)C4=CC=CC=C4N3)(C5=C(C=C6C(=C5)C78CCN9C7C(C=CC9)(C(C(C8N6C)(C(=O)OC)O)OC(=O)C)CC)OC)C(=O)OC.C(C(C(=O)O)O)(C(=O)O)O. Drug 2: COC1=NC(=NC2=C1N=CN2C3C(C(C(O3)CO)O)O)N. Cell line: MALME-3M. Synergy scores: CSS=36.3, Synergy_ZIP=-0.158, Synergy_Bliss=-0.332, Synergy_Loewe=-20.5, Synergy_HSA=0.281. (5) Drug 1: CS(=O)(=O)C1=CC(=C(C=C1)C(=O)NC2=CC(=C(C=C2)Cl)C3=CC=CC=N3)Cl. Drug 2: C1CCC(CC1)NC(=O)N(CCCl)N=O. Cell line: PC-3. Synergy scores: CSS=15.9, Synergy_ZIP=-5.08, Synergy_Bliss=0.525, Synergy_Loewe=-4.15, Synergy_HSA=-0.780.